Dataset: Forward reaction prediction with 1.9M reactions from USPTO patents (1976-2016). Task: Predict the product of the given reaction. (1) The product is: [CH3:19][O:18][C:15]1[CH:16]=[CH:17][C:12]([CH2:11][C@H:10]([NH:20][C:21](=[O:37])[C@@H:22]([NH:24][C:25]([C:27]2[N:35]([CH3:36])[C:34]3[C:29](=[N:30][CH:31]=[CH:32][CH:33]=3)[CH:28]=2)=[O:26])[CH3:23])[C:9]([OH:38])=[O:8])=[CH:13][CH:14]=1. Given the reactants C([O:8][C:9](=[O:38])[C@@H:10]([NH:20][C:21](=[O:37])[C@@H:22]([NH:24][C:25]([C:27]1[N:35]([CH3:36])[C:34]2[C:29](=[N:30][CH:31]=[CH:32][CH:33]=2)[CH:28]=1)=[O:26])[CH3:23])[CH2:11][C:12]1[CH:17]=[CH:16][C:15]([O:18][CH3:19])=[CH:14][CH:13]=1)C1C=CC=CC=1, predict the reaction product. (2) The product is: [Br:1][C:2]1[CH:3]=[C:4]([CH:9]2[C:14]3[C:15](=[O:17])[NH:26][CH2:19][C:13]=3[NH:12][C:11]3[CH2:21][O:22][CH2:23][C:24](=[O:25])[C:10]2=3)[CH:5]=[CH:6][C:7]=1[F:8]. Given the reactants [Br:1][C:2]1[CH:3]=[C:4]([CH:9]2[C:14]([C:15]([O:17]C)=O)=[C:13]([CH2:19]Br)[NH:12][C:11]3[CH2:21][O:22][CH2:23][C:24](=[O:25])[C:10]2=3)[CH:5]=[CH:6][C:7]=1[F:8].[NH3:26].CO, predict the reaction product. (3) Given the reactants [Cl:1][C:2]1[NH:3][C:4](=[O:20])[C:5]2[N:6]([CH2:11][C:12]3[CH:17]=[CH:16][C:15]([O:18][CH3:19])=[CH:14][CH:13]=3)[CH:7]=[N:8][C:9]=2[N:10]=1.[H-].[Na+].Cl[CH2:24][C:25]#[N:26], predict the reaction product. The product is: [Cl:1][C:2]1[N:3]([CH2:24][C:25]#[N:26])[C:4](=[O:20])[C:5]2[N:6]([CH2:11][C:12]3[CH:17]=[CH:16][C:15]([O:18][CH3:19])=[CH:14][CH:13]=3)[CH:7]=[N:8][C:9]=2[N:10]=1. (4) Given the reactants Br[CH2:2][C:3]1[C:12]2[C:7](=[C:8]([F:14])[C:9]([F:13])=[CH:10][CH:11]=2)[NH:6][C:5](=[O:15])[CH:4]=1.[F:16][C:17]1[CH:18]=[N:19][CH:20]=[CH:21][C:22]=1[C:23]1[NH:27][C:26]2[CH:28]=[CH:29][CH:30]=[CH:31][C:25]=2[N:24]=1, predict the reaction product. The product is: [F:13][C:9]1[C:8]([F:14])=[C:7]2[C:12]([C:3]([CH2:2][N:24]3[C:25]4[CH:31]=[CH:30][CH:29]=[CH:28][C:26]=4[N:27]=[C:23]3[C:22]3[CH:21]=[CH:20][N:19]=[CH:18][C:17]=3[F:16])=[CH:4][C:5](=[O:15])[NH:6]2)=[CH:11][CH:10]=1.